Task: Regression. Given a peptide amino acid sequence and an MHC pseudo amino acid sequence, predict their binding affinity value. This is MHC class II binding data.. Dataset: Peptide-MHC class II binding affinity with 134,281 pairs from IEDB (1) The peptide sequence is AFCTPGWEIHPARLV. The MHC is DRB3_0101 with pseudo-sequence DRB3_0101. The binding affinity (normalized) is 0.0866. (2) The peptide sequence is LAQEAGNFERISGDL. The MHC is DRB1_0401 with pseudo-sequence DRB1_0401. The binding affinity (normalized) is 0.268. (3) The peptide sequence is GAMVATNFFGINTIP. The MHC is DRB1_0405 with pseudo-sequence DRB1_0405. The binding affinity (normalized) is 0.176. (4) The peptide sequence is TLIFKGEKKLNSLDP. The MHC is DRB1_0101 with pseudo-sequence DRB1_0101. The binding affinity (normalized) is 0.101. (5) The peptide sequence is FKLLQNSQVYSLIRP. The MHC is DRB1_0802 with pseudo-sequence DRB1_0802. The binding affinity (normalized) is 0.254. (6) The peptide sequence is LDMIITAVNSLISDN. The MHC is DRB1_1302 with pseudo-sequence DRB1_1302. The binding affinity (normalized) is 0.659.